Dataset: Reaction yield outcomes from USPTO patents with 853,638 reactions. Task: Predict the reaction yield, written as a fraction of the theoretical maximum amount of product (1.0 means a 100% yield; for example, 0.34 means a 34% yield). (1) The reactants are [C:1]([O-])([O-])=O.[K+].[K+].[O:7]=[C:8]1[N:12](/[CH:13]=[CH:14]/[C:15]([O:17][CH3:18])=[O:16])[N:11]=[N:10][NH:9]1.IC.O. The catalyst is CN(C=O)C.CCOC(C)=O. The product is [CH3:1][N:9]1[C:8](=[O:7])[N:12](/[CH:13]=[CH:14]/[C:15]([O:17][CH3:18])=[O:16])[N:11]=[N:10]1. The yield is 0.810. (2) The product is [C:47]([O:46][C:45]([NH:44][CH2:43][CH2:42][C:22]1[CH:21]=[C:20]([C:2]([OH:1])([C:34]2[CH:39]=[CH:38][CH:37]=[CH:36][CH:35]=2)[C:3]([O:5][CH2:6][CH:7]2[CH2:12][CH2:11][N:10]([CH2:13][C:14]3[CH:15]=[CH:16][CH:17]=[CH:18][CH:19]=3)[CH2:9][CH2:8]2)=[O:4])[CH:25]=[CH:24][CH:23]=1)=[O:51])([CH3:50])([CH3:49])[CH3:48]. The reactants are [OH:1][C:2]([C:34]1[CH:39]=[CH:38][CH:37]=[CH:36][CH:35]=1)([C:20]1[CH:25]=[CH:24][CH:23]=[C:22](OS(C(F)(F)F)(=O)=O)[CH:21]=1)[C:3]([O:5][CH2:6][CH:7]1[CH2:12][CH2:11][N:10]([CH2:13][C:14]2[CH:19]=[CH:18][CH:17]=[CH:16][CH:15]=2)[CH2:9][CH2:8]1)=[O:4].F[B-](F)(F)[CH2:42][CH2:43][NH:44][C:45](=[O:51])[O:46][C:47]([CH3:50])([CH3:49])[CH3:48].[K+].CC(OC1C=CC=C(OC(C)C)C=1C1C(P(C2CCCCC2)C2CCCCC2)=CC=CC=1)C.C(=O)([O-])[O-].[Cs+].[Cs+]. The yield is 0.780. The catalyst is C1(C)C=CC=CC=1.O.C([O-])(=O)C.[Pd+2].C([O-])(=O)C. (3) The reactants are Cl[C:2]1[N:7]([CH3:8])[C:6](=[O:9])[CH:5]=[C:4]([C:10]2[CH:15]=[CH:14][N:13]=[CH:12][CH:11]=2)[N:3]=1.[F:16][C:17]1[CH:22]=[CH:21][C:20]([CH:23]2[CH2:28][NH:27][CH2:26][CH2:25][NH:24]2)=[C:19]([O:29][CH3:30])[CH:18]=1.C(N(CC)CC)C. The product is [F:16][C:17]1[CH:22]=[CH:21][C:20]([CH:23]2[CH2:28][N:27]([C:2]3[N:7]([CH3:8])[C:6](=[O:9])[CH:5]=[C:4]([C:10]4[CH:15]=[CH:14][N:13]=[CH:12][CH:11]=4)[N:3]=3)[CH2:26][CH2:25][NH:24]2)=[C:19]([O:29][CH3:30])[CH:18]=1. The catalyst is CN(C)C=O. The yield is 0.620. (4) The reactants are [F:1][C:2]1[CH:10]=[C:9]([N+:11]([O-:13])=[O:12])[C:8](F)=[CH:7][C:3]=1[C:4]([OH:6])=[O:5].[OH-:15].[K+].[CH3:17]O. No catalyst specified. The product is [F:1][C:2]1[CH:10]=[C:9]([N+:11]([O-:13])=[O:12])[C:8]([O:15][CH3:17])=[CH:7][C:3]=1[C:4]([OH:6])=[O:5]. The yield is 0.810. (5) The reactants are [CH3:1][O:2][C:3]([C:5]1([S:11]([C:14]2[CH:19]=[CH:18][C:17]([O:20][CH2:21][C:22]#[C:23][CH3:24])=[CH:16][CH:15]=2)(=[O:13])=[O:12])[CH2:10][CH2:9][NH:8][CH2:7][CH2:6]1)=[O:4].C(N(CC)CC)C.[C:32](Cl)(=[O:39])[C:33]1[CH:38]=[CH:37][CH:36]=[CH:35][CH:34]=1.CN(C1C=CC=CN=1)C. The catalyst is C(Cl)(Cl)Cl. The product is [CH3:1][O:2][C:3]([C:5]1([S:11]([C:14]2[CH:15]=[CH:16][C:17]([O:20][CH2:21][C:22]#[C:23][CH3:24])=[CH:18][CH:19]=2)(=[O:13])=[O:12])[CH2:10][CH2:9][N:8]([C:32](=[O:39])[C:33]2[CH:38]=[CH:37][CH:36]=[CH:35][CH:34]=2)[CH2:7][CH2:6]1)=[O:4]. The yield is 0.800. (6) The reactants are [Cl:1][C:2]1[CH:7]=[C:6](/[CH:8]=[CH:9]/[CH:10]([C:15]2[CH:20]=[C:19]([Cl:21])[C:18]([Cl:22])=[C:17]([Cl:23])[CH:16]=2)[C:11]([F:14])([F:13])[F:12])[CH:5]=[CH:4][C:3]=1[CH2:24][NH2:25].Cl[C:27](=[O:32])[C:28]([O:30][CH3:31])=[O:29]. The catalyst is C(Cl)Cl. The product is [Cl:1][C:2]1[CH:7]=[C:6](/[CH:8]=[CH:9]/[CH:10]([C:15]2[CH:20]=[C:19]([Cl:21])[C:18]([Cl:22])=[C:17]([Cl:23])[CH:16]=2)[C:11]([F:14])([F:13])[F:12])[CH:5]=[CH:4][C:3]=1[CH2:24][NH:25][C:27](=[O:32])[C:28]([O:30][CH3:31])=[O:29]. The yield is 0.500. (7) The reactants are [CH3:1][C:2]([CH3:18])([CH3:17])[C@@H:3]([NH:5][CH2:6][CH2:7][C:8]([C:10]1[CH:15]=[CH:14][C:13]([F:16])=[CH:12][CH:11]=1)=[O:9])[CH3:4].C([O-])([O-])=O.[K+].[K+].Cl[C:26]([O:28][CH3:29])=[O:27]. The catalyst is C(Cl)Cl. The product is [CH3:18][C:2]([CH3:17])([CH3:1])[C@@H:3]([N:5]([CH2:6][CH2:7][C:8]([C:10]1[CH:15]=[CH:14][C:13]([F:16])=[CH:12][CH:11]=1)=[O:9])[C:26](=[O:27])[O:28][CH3:29])[CH3:4]. The yield is 0.810. (8) The reactants are [CH2:1]([NH:8][C:9](=[O:18])[CH2:10][C:11]1[CH:16]=[CH:15][C:14](Br)=[CH:13][N:12]=1)[C:2]1[CH:7]=[CH:6][CH:5]=[CH:4][CH:3]=1.CC1(C)C(C)(C)OB([C:27]2[CH:41]=[CH:40][C:30]([O:31][CH2:32][CH2:33][N:34]3[CH2:39][CH2:38][O:37][CH2:36][CH2:35]3)=[CH:29][CH:28]=2)O1.C(=O)([O-])[O-].[K+].[K+]. The catalyst is C(O)C. The product is [CH:5]1[CH:4]=[CH:3][C:2]([CH2:1][NH:8][C:9]([CH2:10][C:11]2[CH:16]=[CH:15][C:14]([C:27]3[CH:28]=[CH:29][C:30]([O:31][CH2:32][CH2:33][N:34]4[CH2:35][CH2:36][O:37][CH2:38][CH2:39]4)=[CH:40][CH:41]=3)=[CH:13][N:12]=2)=[O:18])=[CH:7][CH:6]=1. The yield is 0.790. (9) The reactants are Cl.Cl.[NH2:3][CH2:4][C@:5]1([OH:13])[CH2:11][N:10]2[CH2:12][C@@H:6]1[CH2:7][CH2:8][CH2:9]2.[N:14]([C:17]1[N:18]=[CH:19][C:20]2[C:25]([CH:26]=1)=[CH:24][CH:23]=[CH:22][CH:21]=2)=[C:15]=S.C(=O)([O-])[O-].[Cs+].[Cs+].C(N=C=NC(C)C)(C)C. The catalyst is CN(C=O)C. The product is [CH:19]1[C:20]2[C:25](=[CH:24][CH:23]=[CH:22][CH:21]=2)[CH:26]=[C:17]([NH:14][C:15]2[O:13][C@:5]3([CH2:11][N:10]4[CH2:12][C@@H:6]3[CH2:7][CH2:8][CH2:9]4)[CH2:4][N:3]=2)[N:18]=1. The yield is 0.200. (10) The reactants are C([O:8][CH2:9][CH2:10][O:11][C:12]1[CH:17]=[CH:16][C:15]([NH:18][C:19](=[O:48])[CH2:20][C:21]2[C:26]([F:27])=[CH:25][C:24]([C:28]3[CH:29]=[N:30][C:31]([O:37]CC4C=CC(OC)=CC=4)=[C:32]([O:34][CH2:35][CH3:36])[CH:33]=3)=[CH:23][C:22]=2[F:47])=[CH:14][C:13]=1[C:49]([F:52])([F:51])[F:50])C1C=CC=CC=1. The catalyst is CO.[Pd]. The product is [CH2:35]([O:34][C:32]1[C:31](=[O:37])[NH:30][CH:29]=[C:28]([C:24]2[CH:25]=[C:26]([F:27])[C:21]([CH2:20][C:19]([NH:18][C:15]3[CH:16]=[CH:17][C:12]([O:11][CH2:10][CH2:9][OH:8])=[C:13]([C:49]([F:50])([F:52])[F:51])[CH:14]=3)=[O:48])=[C:22]([F:47])[CH:23]=2)[CH:33]=1)[CH3:36]. The yield is 0.140.